From a dataset of NCI-60 drug combinations with 297,098 pairs across 59 cell lines. Regression. Given two drug SMILES strings and cell line genomic features, predict the synergy score measuring deviation from expected non-interaction effect. (1) Drug 1: CC1=C(C(=CC=C1)Cl)NC(=O)C2=CN=C(S2)NC3=CC(=NC(=N3)C)N4CCN(CC4)CCO. Drug 2: C1=CC=C(C(=C1)C(C2=CC=C(C=C2)Cl)C(Cl)Cl)Cl. Cell line: UO-31. Synergy scores: CSS=11.6, Synergy_ZIP=-3.04, Synergy_Bliss=2.16, Synergy_Loewe=-5.44, Synergy_HSA=2.53. (2) Drug 1: CC1C(C(CC(O1)OC2CC(CC3=C2C(=C4C(=C3O)C(=O)C5=C(C4=O)C(=CC=C5)OC)O)(C(=O)C)O)N)O.Cl. Drug 2: CN(CC1=CN=C2C(=N1)C(=NC(=N2)N)N)C3=CC=C(C=C3)C(=O)NC(CCC(=O)O)C(=O)O. Cell line: DU-145. Synergy scores: CSS=34.8, Synergy_ZIP=-3.57, Synergy_Bliss=-3.53, Synergy_Loewe=-5.90, Synergy_HSA=-2.69. (3) Synergy scores: CSS=78.8, Synergy_ZIP=8.85, Synergy_Bliss=8.25, Synergy_Loewe=-15.0, Synergy_HSA=7.74. Drug 2: COC1=C2C(=CC3=C1OC=C3)C=CC(=O)O2. Cell line: RPMI-8226. Drug 1: CC1=C2C(C(=O)C3(C(CC4C(C3C(C(C2(C)C)(CC1OC(=O)C(C(C5=CC=CC=C5)NC(=O)OC(C)(C)C)O)O)OC(=O)C6=CC=CC=C6)(CO4)OC(=O)C)OC)C)OC. (4) Drug 1: C1=CC(=CC=C1CCC2=CNC3=C2C(=O)NC(=N3)N)C(=O)NC(CCC(=O)O)C(=O)O. Drug 2: C1=C(C(=O)NC(=O)N1)F. Cell line: OVCAR3. Synergy scores: CSS=66.6, Synergy_ZIP=-8.21, Synergy_Bliss=-7.26, Synergy_Loewe=0.844, Synergy_HSA=2.08. (5) Drug 1: COC1=C(C=C2C(=C1)N=CN=C2NC3=CC(=C(C=C3)F)Cl)OCCCN4CCOCC4. Drug 2: C1CN(CCN1C(=O)CCBr)C(=O)CCBr. Cell line: SNB-75. Synergy scores: CSS=33.1, Synergy_ZIP=-1.54, Synergy_Bliss=4.05, Synergy_Loewe=5.42, Synergy_HSA=7.30. (6) Drug 1: C#CCC(CC1=CN=C2C(=N1)C(=NC(=N2)N)N)C3=CC=C(C=C3)C(=O)NC(CCC(=O)O)C(=O)O. Drug 2: C(CN)CNCCSP(=O)(O)O. Cell line: PC-3. Synergy scores: CSS=0.389, Synergy_ZIP=3.03, Synergy_Bliss=2.79, Synergy_Loewe=-0.758, Synergy_HSA=-0.168. (7) Drug 1: C1=CC(=CC=C1CCC2=CNC3=C2C(=O)NC(=N3)N)C(=O)NC(CCC(=O)O)C(=O)O. Drug 2: C1=NC2=C(N1)C(=S)N=CN2. Cell line: LOX IMVI. Synergy scores: CSS=59.3, Synergy_ZIP=-0.0267, Synergy_Bliss=-2.86, Synergy_Loewe=-7.94, Synergy_HSA=-1.05. (8) Drug 1: C1=CC(=CC=C1CCCC(=O)O)N(CCCl)CCCl. Drug 2: CC1=C(C(CCC1)(C)C)C=CC(=CC=CC(=CC(=O)O)C)C. Cell line: KM12. Synergy scores: CSS=15.0, Synergy_ZIP=-3.96, Synergy_Bliss=-5.65, Synergy_Loewe=-2.81, Synergy_HSA=0.00461. (9) Drug 1: C1=C(C(=O)NC(=O)N1)N(CCCl)CCCl. Drug 2: C1=C(C(=O)NC(=O)N1)F. Cell line: UO-31. Synergy scores: CSS=34.4, Synergy_ZIP=-9.57, Synergy_Bliss=-3.52, Synergy_Loewe=0.363, Synergy_HSA=2.05.